Task: Predict the product of the given reaction.. Dataset: Forward reaction prediction with 1.9M reactions from USPTO patents (1976-2016) (1) Given the reactants [CH2:10]1[CH2:15][CH2:14][CH:13](N=C=N[CH:10]2[CH2:15][CH2:14][CH2:13][CH2:12][CH2:11]2)[CH2:12][CH2:11]1.[F:16][C:17]([F:21])([F:20])[CH2:18][OH:19].[CH3:22][CH2:23][OH:24], predict the reaction product. The product is: [C:23]([O:19][CH2:18][C:17]([F:21])([F:20])[F:16])(=[O:24])[CH2:22][CH2:12][CH2:11][CH2:10][CH2:15][CH2:14][CH2:11][CH2:12][CH2:13][CH2:14][CH:15]=[CH2:10]. (2) Given the reactants [CH3:1][N:2]([CH3:23])[CH2:3][CH2:4][N:5]1[CH2:17][C:16](=O)[C:15]2[C:14]3[C:13]([C:19]([O:21]C)=O)=[CH:12][CH:11]=[CH:10][C:9]=3[NH:8][C:7]=2[CH2:6]1.O.NN.C1C2NC3C=CC=C4C(=O)[NH:41][N:42]=C(C=2C=34)CC1, predict the reaction product. The product is: [CH3:1][N:2]([CH3:23])[CH2:3][CH2:4][N:5]1[CH2:6][C:7]2[NH:8][C:9]3[CH:10]=[CH:11][CH:12]=[C:13]4[C:19](=[O:21])[NH:41][N:42]=[C:16]([C:15]=2[C:14]=34)[CH2:17]1. (3) Given the reactants [C:1](=O)([O-])[O-].[K+].[K+].I[CH2:8][CH3:9].[CH2:10]([O:14][C:15]1[CH:16]=[C:17]([CH2:33][CH2:34][C:35]([O:37][CH3:38])=[O:36])[CH:18]=[CH:19][C:20]=1[CH2:21][CH2:22][CH2:23][C:24]1[CH:29]=[CH:28][C:27]([OH:30])=[C:26]([O:31][CH3:32])[CH:25]=1)[CH2:11][CH2:12][CH3:13], predict the reaction product. The product is: [CH2:8]([O:30][C:27]1[CH:28]=[CH:29][C:24]([CH2:23][CH2:22][CH2:21][C:20]2[CH:19]=[CH:18][C:17]([CH2:33][CH2:34][C:35]([O:37][CH2:38][CH3:1])=[O:36])=[CH:16][C:15]=2[O:14][CH2:10][CH2:11][CH2:12][CH3:13])=[CH:25][C:26]=1[O:31][CH3:32])[CH3:9]. (4) Given the reactants [C:1]([O:5][C:6]([C:8]([NH2:12])([OH:11])[CH2:9][CH3:10])=[O:7])([CH3:4])([CH3:3])[CH3:2].[OH:13][C:14]([CH2:16][C:17]1[CH:28]=[CH:27][C:20]([C:21]2[CH:26]=[CH:25][CH:24]=[CH:23][CH:22]=2)=[CH:19][CH:18]=1)=[O:15].O1CCOCC1.ClCCl.CCN=C=NCCCN(C)C.Cl, predict the reaction product. The product is: [C:6]([C:8]([NH2:12])([OH:11])[CH2:9][CH3:10])([O:5][C:1]([CH3:2])([CH3:4])[CH3:3])=[O:7].[OH:15][C:14]([CH2:16][C:17]1[CH:28]=[CH:27][C:20]([C:21]2[CH:26]=[CH:25][CH:24]=[CH:23][CH:22]=2)=[CH:19][CH:18]=1)=[O:13]. (5) Given the reactants [C:1](Cl)(=[O:3])[CH3:2].[NH2:5][CH:6]1[CH:12]([C:13]2[CH:18]=[CH:17][C:16]([Cl:19])=[C:15]([Cl:20])[CH:14]=2)[O:11][CH2:10][CH2:9][N:8]([C:21]([O:23][C:24]([CH3:27])([CH3:26])[CH3:25])=[O:22])[CH2:7]1.C(N(CC)CC)C.O, predict the reaction product. The product is: [C:1]([NH:5][C@@H:6]1[C@H:12]([C:13]2[CH:18]=[CH:17][C:16]([Cl:19])=[C:15]([Cl:20])[CH:14]=2)[O:11][CH2:10][CH2:9][N:8]([C:21]([O:23][C:24]([CH3:27])([CH3:26])[CH3:25])=[O:22])[CH2:7]1)(=[O:3])[CH3:2]. (6) Given the reactants [N+:1]([C:4]1[CH:9]=[C:8]([N+:10]([O-:12])=[O:11])[CH:7]=[CH:6][C:5]=1[NH:13][CH2:14][CH2:15][O:16][CH2:17][CH2:18][O:19][CH2:20][CH2:21][O:22][CH2:23][CH2:24][O:25][CH2:26][CH2:27]OCCOCCOCCOCC#C)([O-:3])=[O:2].[N:41]([CH2:44][CH2:45][CH2:46][CH2:47][C@H:48]([NH:56][C:57](=[O:76])[NH:58][C@@H:59]([CH2:67][CH2:68][C:69]([O:71][C:72]([CH3:75])([CH3:74])[CH3:73])=[O:70])[C:60]([O:62][C:63]([CH3:66])([CH3:65])[CH3:64])=[O:61])[C:49]([O:51][C:52]([CH3:55])([CH3:54])[CH3:53])=[O:50])=[N+:42]=[N-:43].O=[C:78]1O[C@H]([C@H](CO)O)C([O-])=C1O.[Na+], predict the reaction product. The product is: [C:52]([O:51][C:49](=[O:50])[C@@H:48]([NH:56][C:57](=[O:76])[NH:58][C@@H:59]([CH2:67][CH2:68][C:69]([O:71][C:72]([CH3:75])([CH3:74])[CH3:73])=[O:70])[C:60]([O:62][C:63]([CH3:64])([CH3:65])[CH3:66])=[O:61])[CH2:47][CH2:46][CH2:45][CH2:44][N:41]1[CH:78]=[C:27]([CH2:26][O:25][CH2:24][CH2:23][O:22][CH2:21][CH2:20][O:19][CH2:18][CH2:17][O:16][CH2:15][CH2:14][NH:13][C:5]2[CH:6]=[CH:7][C:8]([N+:10]([O-:12])=[O:11])=[CH:9][C:4]=2[N+:1]([O-:3])=[O:2])[N:43]=[N:42]1)([CH3:55])([CH3:54])[CH3:53]. (7) Given the reactants [CH3:1][C:2]1[CH:7]=[C:6]([C:8]#[C:9][C:10]2[N:11]=[C:12]([CH3:15])[NH:13][CH:14]=2)[CH:5]=[CH:4][N:3]=1.[F:16][C:17]1[CH:18]=[C:19]([CH:22]=[CH:23][C:24]=1[F:25])[CH2:20]Br, predict the reaction product. The product is: [F:16][C:17]1[CH:18]=[C:19]([CH:22]=[CH:23][C:24]=1[F:25])[CH2:20][N:13]1[CH:14]=[C:10]([C:9]#[C:8][C:6]2[CH:5]=[CH:4][N:3]=[C:2]([CH3:1])[CH:7]=2)[N:11]=[C:12]1[CH3:15]. (8) Given the reactants Br[C:2]1[CH:3]=[C:4]([C:14]([O:16][CH3:17])=[O:15])[C:5]2[CH:6]=[N:7][N:8]([CH:11]([CH3:13])[CH3:12])[C:9]=2[CH:10]=1.[CH3:18][N:19]([CH3:27])[CH2:20][CH:21]1[CH2:26][CH2:25][NH:24][CH2:23][CH2:22]1.C(=O)([O-])[O-].[Cs+].[Cs+].N#N.C1C=CC(P(C2C(C3C(P(C4C=CC=CC=4)C4C=CC=CC=4)=CC=C4C=3C=CC=C4)=C3C(C=CC=C3)=CC=2)C2C=CC=CC=2)=CC=1, predict the reaction product. The product is: [CH3:18][N:19]([CH2:20][CH:21]1[CH2:26][CH2:25][N:24]([C:2]2[CH:3]=[C:4]([C:14]([O:16][CH3:17])=[O:15])[C:5]3[CH:6]=[N:7][N:8]([CH:11]([CH3:13])[CH3:12])[C:9]=3[CH:10]=2)[CH2:23][CH2:22]1)[CH3:27]. (9) The product is: [CH:13]1([C:19]2[C:3]3[C:2](=[CH:11][CH:10]=[C:5]([C:6]([O:8][CH3:9])=[O:7])[CH:4]=3)[NH:1][C:20]=2[Si:21]([CH3:22])([CH3:24])[CH3:23])[CH2:18][CH2:17][CH2:16][CH2:15][CH2:14]1. Given the reactants [NH2:1][C:2]1[CH:11]=[CH:10][C:5]([C:6]([O:8][CH3:9])=[O:7])=[CH:4][C:3]=1I.[CH:13]1([C:19]#[C:20][Si:21]([CH3:24])([CH3:23])[CH3:22])[CH2:18][CH2:17][CH2:16][CH2:15][CH2:14]1, predict the reaction product.